From a dataset of Full USPTO retrosynthesis dataset with 1.9M reactions from patents (1976-2016). Predict the reactants needed to synthesize the given product. Given the product [C:26]([O:30][C:31]([N:33]1[CH2:37][CH2:36][CH:35]([C:38]([C:7]2[CH:8]=[C:9]3[C:13](=[CH:14][CH:15]=2)[N:12]([Si:16]([CH:17]([CH3:18])[CH3:19])([CH:20]([CH3:22])[CH3:21])[CH:23]([CH3:24])[CH3:25])[CH:11]=[CH:10]3)=[O:43])[CH2:34]1)=[O:32])([CH3:29])([CH3:28])[CH3:27], predict the reactants needed to synthesize it. The reactants are: C([Li])(C)(C)C.Br[C:7]1[CH:8]=[C:9]2[C:13](=[CH:14][CH:15]=1)[N:12]([Si:16]([CH:23]([CH3:25])[CH3:24])([CH:20]([CH3:22])[CH3:21])[CH:17]([CH3:19])[CH3:18])[CH:11]=[CH:10]2.[C:26]([O:30][C:31]([N:33]1[CH2:37][CH2:36][CH:35]([C:38](=[O:43])N(OC)C)[CH2:34]1)=[O:32])([CH3:29])([CH3:28])[CH3:27].